This data is from Full USPTO retrosynthesis dataset with 1.9M reactions from patents (1976-2016). The task is: Predict the reactants needed to synthesize the given product. (1) Given the product [F:16][C:17]1[CH:18]=[CH:19][C:20]2[O:24][N:23]=[C:22]([O:25][C@@H:4]3[C:5]4[C:10](=[CH:9][CH:8]=[C:7]([C:12]#[N:13])[CH:6]=4)[O:11][C:2]([CH3:1])([CH3:15])[C@H:3]3[OH:14])[C:21]=2[CH:26]=1, predict the reactants needed to synthesize it. The reactants are: [CH3:1][C:2]1([CH3:15])[O:11][C:10]2[C:5](=[CH:6][C:7]([C:12]#[N:13])=[CH:8][CH:9]=2)[C@@H:4]2[O:14][C@H:3]12.[F:16][C:17]1[CH:18]=[CH:19][C:20]2[O:24][NH:23][C:22](=[O:25])[C:21]=2[CH:26]=1. (2) Given the product [CH3:26][O:27][CH:28]1[CH2:31][N:30]([C:2]2[CH:9]=[CH:8][C:7]([B:10]3[O:14][C:13]([CH3:16])([CH3:15])[C:12]([CH3:18])([CH3:17])[O:11]3)=[CH:6][C:3]=2[C:4]#[N:5])[CH2:29]1, predict the reactants needed to synthesize it. The reactants are: F[C:2]1[CH:9]=[CH:8][C:7]([B:10]2[O:14][C:13]([CH3:16])([CH3:15])[C:12]([CH3:18])([CH3:17])[O:11]2)=[CH:6][C:3]=1[C:4]#[N:5].C(=O)([O-])[O-].[K+].[K+].Cl.[CH3:26][O:27][CH:28]1[CH2:31][NH:30][CH2:29]1. (3) Given the product [CH2:1]([N:3]1[C:11]2[C:6](=[CH:7][CH:8]=[C:9]([O:12][CH3:13])[CH:10]=2)[C:5]([C:14]#[N:15])=[C:4]1[C:38]1[CH:43]=[CH:42][C:41]([OH:44])=[CH:40][CH:39]=1)[CH3:2], predict the reactants needed to synthesize it. The reactants are: [CH2:1]([N:3]1[C:11]2[C:6](=[CH:7][CH:8]=[C:9]([O:12][CH3:13])[CH:10]=2)[C:5]([C:14]#[N:15])=[CH:4]1)[CH3:2].[Li+].CC([N-]C(C)C)C.B(OC(C)C)(OC(C)C)OC(C)C.I[C:38]1[CH:43]=[CH:42][C:41]([OH:44])=[CH:40][CH:39]=1.C([O-])([O-])=O.[K+].[K+]. (4) The reactants are: Cl.C([NH:5][CH2:6][CH2:7][N:8]([CH2:21][CH2:22][C:23]12[CH2:32][CH:27]3[CH2:28][CH:29]([CH2:31][CH:25]([CH2:26]3)[CH2:24]1)[CH2:30]2)[C:9]([NH:11][CH2:12][CH2:13][CH2:14][C:15]1[CH:20]=[CH:19][N:18]=[CH:17][CH:16]=1)=[O:10])(=O)C.[OH-].[Na+].C(Cl)(Cl)Cl. Given the product [C:23]12([CH2:22][CH2:21][N:8]([CH2:7][CH2:6][NH2:5])[C:9]([NH:11][CH2:12][CH2:13][CH2:14][C:15]3[CH:20]=[CH:19][N:18]=[CH:17][CH:16]=3)=[O:10])[CH2:30][CH:29]3[CH2:28][CH:27]([CH2:26][CH:25]([CH2:31]3)[CH2:24]1)[CH2:32]2, predict the reactants needed to synthesize it. (5) Given the product [O:11]=[C:7]1[CH2:8][CH2:9][CH2:10][N:5]2[N:4]=[C:3]([C:12]([NH2:14])=[O:13])[C:2]([NH:1][C:27](=[O:28])[CH2:26][N:19]3[C:20]4[CH2:21][CH2:22][CH2:23][CH2:24][C:25]=4[C:17]([C:16]([F:30])([F:15])[F:31])=[N:18]3)=[C:6]12, predict the reactants needed to synthesize it. The reactants are: [NH2:1][C:2]1[C:3]([C:12]([NH2:14])=[O:13])=[N:4][N:5]2[CH2:10][CH2:9][CH2:8][C:7](=[O:11])[C:6]=12.[F:15][C:16]([F:31])([F:30])[C:17]1[C:25]2[CH2:24][CH2:23][CH2:22][CH2:21][C:20]=2[N:19]([CH2:26][C:27](O)=[O:28])[N:18]=1.CCN=C=NCCCN(C)C.CC(N(C)C)=O. (6) Given the product [NH2:13][C:12]1[C:14]2[CH:15]=[C:16]([C:17]([NH:19][C:20]3[C:21]([NH:26][C:27](=[O:36])[C:28]4[CH:33]=[CH:32][C:31]([O:34][CH3:35])=[CH:30][CH:29]=4)=[CH:22][CH:23]=[CH:24][CH:25]=3)=[O:18])[CH:37]=[CH:38][C:39]=2[O:5][N:4]=1, predict the reactants needed to synthesize it. The reactants are: CC(=[N:4][OH:5])C.CC(C)([O-])C.[K+].[C:12]([C:14]1[CH:15]=[C:16]([CH:37]=[CH:38][C:39]=1F)[C:17]([NH:19][C:20]1[C:21]([NH:26][C:27](=[O:36])[C:28]2[CH:33]=[CH:32][C:31]([O:34][CH3:35])=[CH:30][CH:29]=2)=[CH:22][CH:23]=[CH:24][CH:25]=1)=[O:18])#[N:13].